From a dataset of Reaction yield outcomes from USPTO patents with 853,638 reactions. Predict the reaction yield, written as a fraction of the theoretical maximum amount of product (1.0 means a 100% yield; for example, 0.34 means a 34% yield). (1) The reactants are [Cl:1][C:2]1[C:3]([CH:13]=O)=[N:4][CH:5]=[C:6]([N:8]([CH3:12])[CH:9]([CH3:11])[CH3:10])[N:7]=1.[CH2:15]([NH:22][CH2:23][C@@H:24]([OH:28])[CH2:25][O:26][CH3:27])[C:16]1[CH:21]=[CH:20][CH:19]=[CH:18][CH:17]=1.C(O[BH-](OC(=O)C)OC(=O)C)(=O)C.[Na+].C(=O)([O-])O.[Na+]. The catalyst is C(#N)C.C(O)(=O)C. The product is [CH2:15]([N:22]([CH2:13][C:3]1[C:2]([Cl:1])=[N:7][C:6]([N:8]([CH3:12])[CH:9]([CH3:10])[CH3:11])=[CH:5][N:4]=1)[CH2:23][C@@H:24]([OH:28])[CH2:25][O:26][CH3:27])[C:16]1[CH:21]=[CH:20][CH:19]=[CH:18][CH:17]=1. The yield is 0.700. (2) The reactants are [CH2:1]([N:8]1[C:13](=[O:14])[C:12]([C:15]2[CH:20]=[CH:19][C:18]([F:21])=[CH:17][CH:16]=2)=[C:11](OS(C(F)(F)F)(=O)=O)[CH:10]=[N:9]1)[C:2]1[CH:7]=[CH:6][CH:5]=[CH:4][CH:3]=1.[CH3:30][S:31][C:32]1[CH:37]=[CH:36][C:35](B(O)O)=[CH:34][CH:33]=1.CCN(CC)CC. The catalyst is C1(C)C=CC=CC=1.C1C=CC([P]([Pd]([P](C2C=CC=CC=2)(C2C=CC=CC=2)C2C=CC=CC=2)([P](C2C=CC=CC=2)(C2C=CC=CC=2)C2C=CC=CC=2)[P](C2C=CC=CC=2)(C2C=CC=CC=2)C2C=CC=CC=2)(C2C=CC=CC=2)C2C=CC=CC=2)=CC=1. The product is [CH2:1]([N:8]1[C:13](=[O:14])[C:12]([C:15]2[CH:20]=[CH:19][C:18]([F:21])=[CH:17][CH:16]=2)=[C:11]([C:35]2[CH:36]=[CH:37][C:32]([S:31][CH3:30])=[CH:33][CH:34]=2)[CH:10]=[N:9]1)[C:2]1[CH:7]=[CH:6][CH:5]=[CH:4][CH:3]=1. The yield is 0.680. (3) The reactants are F.F.F.C(N(CC)CC)C.C(N(CC)CC)C.[Si]([O:35][CH2:36][C@H:37]1[O:41][C@@H:40]([N:42]2[CH:49]=[C:48]([CH3:50])[C:46](=[O:47])[NH:45][C:43]2=[O:44])[C@H:39]([O:51][CH2:52][CH2:53][O:54][N:55]([CH3:57])[CH3:56])[C@@H:38]1[OH:58])(C(C)(C)C)(C1C=CC=CC=1)C1C=CC=CC=1.CO. The catalyst is C1COCC1.C(Cl)Cl. The product is [CH3:56][N:55]([CH3:57])[O:54][CH2:53][CH2:52][O:51][C@@H:39]1[C@H:38]([OH:58])[C@@H:37]([CH2:36][OH:35])[O:41][C@H:40]1[N:42]1[CH:49]=[C:48]([CH3:50])[C:46](=[O:47])[NH:45][C:43]1=[O:44]. The yield is 0.925.